From a dataset of Reaction yield outcomes from USPTO patents with 853,638 reactions. Predict the reaction yield, written as a fraction of the theoretical maximum amount of product (1.0 means a 100% yield; for example, 0.34 means a 34% yield). (1) The reactants are [Br:1][CH2:2][CH2:3][CH2:4][CH2:5][O:6][CH2:7][CH2:8][CH2:9][CH2:10][CH2:11][O:12]C1CCCCO1.O.C1(C)C=CC(S(O)(=O)=O)=CC=1. The catalyst is CO. The product is [Br:1][CH2:2][CH2:3][CH2:4][CH2:5][O:6][CH2:7][CH2:8][CH2:9][CH2:10][CH2:11][OH:12]. The yield is 0.910. (2) The yield is 0.590. The product is [C:1]([NH:4][CH:5]([CH:10]([OH:11])[C:12]1[CH:13]=[CH:14][C:15]([O:18][CH3:19])=[CH:16][CH:17]=1)[C:6]([O:8][CH3:9])=[O:7])(=[O:3])[CH3:2]. The catalyst is CO. The reactants are [C:1]([NH:4][CH:5]([C:10]([C:12]1[CH:17]=[CH:16][C:15]([O:18][CH3:19])=[CH:14][CH:13]=1)=[O:11])[C:6]([O:8][CH3:9])=[O:7])(=[O:3])[CH3:2].[BH4-].[Na+]. (3) The reactants are [O:1]=[C:2]1[C:7]([CH2:8][C:9]2[CH:14]=[CH:13][C:12]([C:15]3[C:16]([C:21]#[N:22])=[CH:17][CH:18]=[CH:19][CH:20]=3)=[CH:11][CH:10]=2)=[C:6]([CH2:23][CH2:24][CH3:25])[N:5]2[N:26]=[CH:27][N:28]=[C:4]2[NH:3]1.Br[CH2:30][CH:31]1[CH2:33][CH2:32]1.C(=O)([O-])[O-].[K+].[K+].CN(C)C(=O)C. The catalyst is C(OCC)(=O)C. The product is [CH:31]1([CH2:30][N:3]2[C:2](=[O:1])[C:7]([CH2:8][C:9]3[CH:10]=[CH:11][C:12]([C:15]4[C:16]([C:21]#[N:22])=[CH:17][CH:18]=[CH:19][CH:20]=4)=[CH:13][CH:14]=3)=[C:6]([CH2:23][CH2:24][CH3:25])[N:5]3[N:26]=[CH:27][N:28]=[C:4]23)[CH2:33][CH2:32]1. The yield is 0.930. (4) The reactants are C([C:3]([C:9]([F:12])([F:11])[F:10])=[C:4]([CH3:8])[C:5]([OH:7])=[O:6])C. The catalyst is S(=O)(=O)(O)O. The product is [F:10][C:9]([F:12])([F:11])[CH:3]=[C:4]([CH3:8])[C:5]([OH:7])=[O:6]. The yield is 0.626. (5) The reactants are [CH2:1]([O:8][C:9]1[C:14]([O:15][CH3:16])=[CH:13][C:12]([C:17]([N:19]2[CH2:24][CH2:23][N:22]([C:25]3[C:34]4[C:29](=[CH:30][CH:31]=[CH:32][CH:33]=4)[N:28]=[CH:27][N:26]=3)[CH2:21][CH2:20]2)=[O:18])=[C:11]([N+:35]([O-])=O)[CH:10]=1)[C:2]1[CH:7]=[CH:6][CH:5]=[CH:4][CH:3]=1.O.O.Cl[Sn]Cl. The catalyst is CO. The product is [NH2:35][C:11]1[CH:10]=[C:9]([O:8][CH2:1][C:2]2[CH:7]=[CH:6][CH:5]=[CH:4][CH:3]=2)[C:14]([O:15][CH3:16])=[CH:13][C:12]=1[C:17]([N:19]1[CH2:24][CH2:23][N:22]([C:25]2[C:34]3[C:29](=[CH:30][CH:31]=[CH:32][CH:33]=3)[N:28]=[CH:27][N:26]=2)[CH2:21][CH2:20]1)=[O:18]. The yield is 0.800. (6) The product is [IH:27].[NH2:1][CH2:4][CH2:5][CH2:6][NH:7][C:8]1[C:9]([C:13]2[N:17]([C:18]3[CH:23]=[CH:22][C:21]([F:24])=[C:20]([Br:25])[CH:19]=3)[C:16](=[O:26])[O:15][N:14]=2)=[N:10][O:11][N:12]=1. The catalyst is CO.O. The reactants are [N:1]([CH2:4][CH2:5][CH2:6][NH:7][C:8]1[C:9]([C:13]2[N:17]([C:18]3[CH:23]=[CH:22][C:21]([F:24])=[C:20]([Br:25])[CH:19]=3)[C:16](=[O:26])[O:15][N:14]=2)=[N:10][O:11][N:12]=1)=[N+]=[N-].[I-:27].[Na+].Cl[Si](C)(C)C.S([O-])([O-])(=O)=S.[Na+].[Na+]. The yield is 0.930. (7) The reactants are [CH3:1][C@@H:2]([C@@H:9]1[C@@:13]2([CH3:28])[CH2:14][CH2:15][CH2:16]/[C:17](=[CH:18]\[CH:19]=[C:20]3\[CH2:21][C@@H:22]([OH:27])[CH2:23][CH2:24][C:25]\3=[CH2:26])/[C@@H:12]2[CH2:11][CH2:10]1)[CH2:3][CH2:4][CH2:5][CH:6]([CH3:8])[CH3:7].C(N(CC)C(C)C)(C)C.Cl[CH2:39][O:40][CH3:41].[Cl-].[NH4+]. The catalyst is ClCCl. The product is [CH3:39][O:40][CH2:41][O:27][CH:22]1[CH2:23][CH2:24][C@@:25]2([CH3:26])[C:20](=[CH:19][CH:18]=[C:17]3[C@@H:16]2[CH2:15][CH2:14][C@@:13]2([CH3:28])[C@H:12]3[CH2:11][CH2:10][C@@H:9]2[C@H:2]([CH3:1])[CH2:3][CH2:4][CH2:5][CH:6]([CH3:7])[CH3:8])[CH2:21]1. The yield is 0.830. (8) The reactants are [Li]CCCC.[CH3:6][N:7]1[CH:11]=[CH:10][N:9]=[CH:8]1.Cl[Si](CC)(CC)CC.[Cl:20][C:21]1[CH:48]=[CH:47][C:24]([C:25]([C:27]2[CH:28]=[CH:29][C:30]3[N:36]([CH3:37])[C:35](=[O:38])[CH2:34][NH:33][CH:32]([C:39]4[CH:44]=[CH:43][CH:42]=[C:41]([Cl:45])[CH:40]=4)[C:31]=3[CH:46]=2)=[O:26])=[CH:23][CH:22]=1. The catalyst is CCCCCC.C1COCC1. The product is [Cl:45][C:41]1[CH:40]=[C:39]([CH:32]2[C:31]3[CH:46]=[C:27]([C:25]([C:24]4[CH:47]=[CH:48][C:21]([Cl:20])=[CH:22][CH:23]=4)([OH:26])[C:11]4[N:7]([CH3:6])[CH:8]=[N:9][CH:10]=4)[CH:28]=[CH:29][C:30]=3[N:36]([CH3:37])[C:35](=[O:38])[CH2:34][NH:33]2)[CH:44]=[CH:43][CH:42]=1. The yield is 0.0850. (9) The reactants are [CH3:1][C:2]([C:7]1[NH:8][C:9]2[C:14]([CH:15]=1)=[CH:13][C:12]([N+:16]([O-:18])=[O:17])=[CH:11][CH:10]=2)([CH3:6])[C:3]([NH2:5])=O.Cl. The catalyst is C1COCC1. The product is [CH3:6][C:2]([C:7]1[NH:8][C:9]2[C:14]([CH:15]=1)=[CH:13][C:12]([N+:16]([O-:18])=[O:17])=[CH:11][CH:10]=2)([CH3:1])[CH2:3][NH2:5]. The yield is 0.430. (10) The reactants are O[C:2]1[C:10]([C:11]([O:13][CH2:14][CH3:15])=[O:12])=[C:9]2[N:5]([CH2:6][CH2:7][CH2:8]2)[C:4](=[O:16])[C:3]=1[CH3:17].P(Cl)(Cl)([Cl:20])=O.CN(C)C1C=CC=CC=1. No catalyst specified. The product is [Cl:20][C:2]1[C:10]([C:11]([O:13][CH2:14][CH3:15])=[O:12])=[C:9]2[N:5]([CH2:6][CH2:7][CH2:8]2)[C:4](=[O:16])[C:3]=1[CH3:17]. The yield is 0.630.